Predict the reaction yield, written as a fraction of the theoretical maximum amount of product (1.0 means a 100% yield; for example, 0.34 means a 34% yield). From a dataset of Reaction yield outcomes from USPTO patents with 853,638 reactions. (1) The reactants are C(N(CC)CC)C.[N:8]1([C:14]([O:16][C:17]([CH3:20])([CH3:19])[CH3:18])=[O:15])[CH2:13][CH2:12][NH:11][CH2:10][CH2:9]1.Cl[C:22]1[C:23]2[C@H:30]([CH3:31])[CH2:29][CH2:28][C:24]=2[N:25]=[CH:26][N:27]=1.C(OCC)(=O)C. The catalyst is CCCCO. The product is [CH3:31][C@H:30]1[C:23]2[C:22]([N:11]3[CH2:12][CH2:13][N:8]([C:14]([O:16][C:17]([CH3:20])([CH3:19])[CH3:18])=[O:15])[CH2:9][CH2:10]3)=[N:27][CH:26]=[N:25][C:24]=2[CH2:28][CH2:29]1. The yield is 0.741. (2) The reactants are Cl[C:2]1[C:11]2[C:6](=[CH:7][C:8]([O:12]C)=[CH:9][CH:10]=2)[N:5]=[CH:4][C:3]=1[C:14]([O:16][CH2:17][CH3:18])=[O:15].OC1C2C(=CC(OC)=CC=2)N=CC=1C(OCC)=O.C(Cl)(=O)C(Cl)=O.C([O-])(O)=O.[Na+]. The catalyst is C(Cl)(Cl)Cl.CN(C=O)C. The product is [OH:12][C:8]1[CH:7]=[C:6]2[C:11]([CH:2]=[C:3]([C:14]([O:16][CH2:17][CH3:18])=[O:15])[CH:4]=[N:5]2)=[CH:10][CH:9]=1. The yield is 0.920. (3) The reactants are [NH2:1][C:2]1[N:7]=[CH:6][N:5]=[C:4]2[N:8]([C@@H:12]3[CH2:17][CH2:16][CH2:15][N:14]([C:18]([O:20][C:21]([CH3:24])([CH3:23])[CH3:22])=[O:19])[CH2:13]3)[N:9]=[C:10](I)[C:3]=12.[F:25][C:26]1[CH:41]=[CH:40][CH:39]=[CH:38][C:27]=1[O:28][C:29]1[CH:34]=[CH:33][C:32](B(O)O)=[CH:31][CH:30]=1.C(=O)([O-])[O-].[Na+].[Na+]. The catalyst is O1CCOCC1.O.C1C=CC([P]([Pd]([P](C2C=CC=CC=2)(C2C=CC=CC=2)C2C=CC=CC=2)([P](C2C=CC=CC=2)(C2C=CC=CC=2)C2C=CC=CC=2)[P](C2C=CC=CC=2)(C2C=CC=CC=2)C2C=CC=CC=2)(C2C=CC=CC=2)C2C=CC=CC=2)=CC=1. The product is [NH2:1][C:2]1[N:7]=[CH:6][N:5]=[C:4]2[N:8]([C@@H:12]3[CH2:17][CH2:16][CH2:15][N:14]([C:18]([O:20][C:21]([CH3:24])([CH3:23])[CH3:22])=[O:19])[CH2:13]3)[N:9]=[C:10]([C:32]3[CH:31]=[CH:30][C:29]([O:28][C:27]4[CH:38]=[CH:39][CH:40]=[CH:41][C:26]=4[F:25])=[CH:34][CH:33]=3)[C:3]=12. The yield is 0.590. (4) The reactants are [CH2:1]([CH:3]([C:6]1[C:7]2[N:8]([C:13](B(O)O)=[C:14]([CH3:16])[N:15]=2)[N:9]=[C:10]([CH3:12])[CH:11]=1)[CH2:4][CH3:5])[CH3:2].Br[C:21]1[S:25][C:24]([CH3:26])=[N:23][C:22]=1[CH3:27].C([O-])([O-])=O.[Na+].[Na+].COCCOC. The catalyst is C1C=CC([P]([Pd]([P](C2C=CC=CC=2)(C2C=CC=CC=2)C2C=CC=CC=2)([P](C2C=CC=CC=2)(C2C=CC=CC=2)C2C=CC=CC=2)[P](C2C=CC=CC=2)(C2C=CC=CC=2)C2C=CC=CC=2)(C2C=CC=CC=2)C2C=CC=CC=2)=CC=1.CCO.O. The product is [CH2:1]([CH:3]([C:6]1[C:7]2[N:8]([C:13]([C:21]3[S:25][C:24]([CH3:26])=[N:23][C:22]=3[CH3:27])=[C:14]([CH3:16])[N:15]=2)[N:9]=[C:10]([CH3:12])[CH:11]=1)[CH2:4][CH3:5])[CH3:2]. The yield is 0.580.